The task is: Predict the reaction yield, written as a fraction of the theoretical maximum amount of product (1.0 means a 100% yield; for example, 0.34 means a 34% yield).. This data is from Reaction yield outcomes from USPTO patents with 853,638 reactions. (1) The product is [Cl:1][C:2]1[C:3]([O:12][C:13]2[CH:20]=[C:19]([O:21][CH2:22][O:23][CH3:24])[CH:18]=[CH:17][C:14]=2[CH2:26][CH:27]=[O:28])=[N:4][CH:5]=[C:6]([C:8]([F:9])([F:11])[F:10])[CH:7]=1. The catalyst is O1CCCC1. The reactants are [Cl:1][C:2]1[C:3]([O:12][C:13]2[CH:20]=[C:19]([O:21][CH2:22][O:23][CH3:24])[CH:18]=[CH:17][C:14]=2C=O)=[N:4][CH:5]=[C:6]([C:8]([F:11])([F:10])[F:9])[CH:7]=1.Br[CH2:26][C:27](OCC)=[O:28].C(O)(C)(C)C.CC(C)([O-])C.[K+]. The yield is 0.200. (2) The reactants are [NH2:1][C:2]1[N:7]=[CH:6][C:5]([S:8][CH2:9][CH2:10][OH:11])=[CH:4][CH:3]=1.C([O:15][CH2:16][C:17]1[C:22]([N:23]2[N:32]=[CH:31][C:30]3[C:25](=[C:26]([F:37])[CH:27]=[C:28]([C:33]([CH3:36])([CH3:35])[CH3:34])[CH:29]=3)[C:24]2=[O:38])=[CH:21][CH:20]=[CH:19][C:18]=1[C:39]1[CH:44]=[C:43](Br)[C:42](=[O:46])[N:41]([CH3:47])[N:40]=1)(=O)C.CC1(C)C2C(=C(P(C3C=CC=CC=3)C3C=CC=CC=3)C=CC=2)OC2C(P(C3C=CC=CC=3)C3C=CC=CC=3)=CC=CC1=2.C([O-])([O-])=O.[Cs+].[Cs+]. The catalyst is C(Cl)Cl.C1C=CC(/C=C/C(/C=C/C2C=CC=CC=2)=O)=CC=1.C1C=CC(/C=C/C(/C=C/C2C=CC=CC=2)=O)=CC=1.C1C=CC(/C=C/C(/C=C/C2C=CC=CC=2)=O)=CC=1.[Pd].[Pd].O1CCOCC1. The product is [C:33]([C:28]1[CH:29]=[C:30]2[C:25](=[C:26]([F:37])[CH:27]=1)[C:24](=[O:38])[N:23]([C:22]1[CH:21]=[CH:20][CH:19]=[C:18]([C:39]3[CH:44]=[C:43]([NH:1][C:2]4[CH:3]=[CH:4][C:5]([S:8][CH2:9][CH2:10][OH:11])=[CH:6][N:7]=4)[C:42](=[O:46])[N:41]([CH3:47])[N:40]=3)[C:17]=1[CH2:16][OH:15])[N:32]=[CH:31]2)([CH3:36])([CH3:34])[CH3:35]. The yield is 0.0700.